Dataset: Full USPTO retrosynthesis dataset with 1.9M reactions from patents (1976-2016). Task: Predict the reactants needed to synthesize the given product. (1) Given the product [F:16][C:17]1[CH:36]=[C:35]([S:37]([CH3:40])(=[O:39])=[O:38])[C:34]([F:41])=[CH:33][C:18]=1[O:19][CH:20]1[CH2:25][CH2:24][CH2:23][N:22]([CH:26]2[CH2:31][CH2:30][N:29]([C:13]3[S:14][N:6]=[C:7]([CH:8]([CH3:9])[CH3:10])[N:12]=3)[CH2:28][CH2:27]2)[C:21]1=[O:32], predict the reactants needed to synthesize it. The reactants are: CS(O[N:6]=[C:7](Cl)[CH:8]([CH3:10])[CH3:9])(=O)=O.[N-:12]=[C:13]=[S:14].[Na+].[F:16][C:17]1[CH:36]=[C:35]([S:37]([CH3:40])(=[O:39])=[O:38])[C:34]([F:41])=[CH:33][C:18]=1[O:19][CH:20]1[CH2:25][CH2:24][CH2:23][N:22]([CH:26]2[CH2:31][CH2:30][NH:29][CH2:28][CH2:27]2)[C:21]1=[O:32]. (2) Given the product [CH3:1][N:2]([CH2:4][CH:5]([C:14]1([OH:20])[CH2:19][CH2:18][CH2:17][CH2:16][CH2:15]1)[C:6]1[CH:7]=[CH:8][C:9]([O:12][CH3:13])=[CH:10][CH:11]=1)[CH3:3].[ClH:27], predict the reactants needed to synthesize it. The reactants are: [CH3:1][N:2]([CH2:4][CH:5]([C:14]1([OH:20])[CH2:19][CH2:18][CH2:17][CH2:16][CH2:15]1)[C:6]1[CH:7]=[CH:8][C:9]([O:12][CH3:13])=[CH:10][CH:11]=1)[CH3:3].C(O)(=O)C.C[Si](C)(C)[Cl:27]. (3) Given the product [OH:21][CH:22]1[CH2:27][CH2:26][N:25]([C:28](=[O:39])[CH2:29][C:30]2[C:31]([CH3:38])=[C:32](/[CH:36]=[C:14]3\[C:15](=[O:20])[NH:16][C:17]4[C:13]\3=[CH:12][C:11]([S:8]([CH2:7][C:1]3[CH:2]=[CH:3][CH:4]=[CH:5][CH:6]=3)(=[O:10])=[O:9])=[CH:19][CH:18]=4)[NH:33][C:34]=2[CH3:35])[CH2:24][CH2:23]1, predict the reactants needed to synthesize it. The reactants are: [C:1]1([CH2:7][S:8]([C:11]2[CH:12]=[C:13]3[C:17](=[CH:18][CH:19]=2)[NH:16][C:15](=[O:20])[CH2:14]3)(=[O:10])=[O:9])[CH:6]=[CH:5][CH:4]=[CH:3][CH:2]=1.[OH:21][CH:22]1[CH2:27][CH2:26][N:25]([C:28](=[O:39])[CH2:29][C:30]2[C:31]([CH3:38])=[C:32]([CH:36]=O)[NH:33][C:34]=2[CH3:35])[CH2:24][CH2:23]1.N1CCCCC1.